Regression. Given a peptide amino acid sequence and an MHC pseudo amino acid sequence, predict their binding affinity value. This is MHC class I binding data. From a dataset of Peptide-MHC class I binding affinity with 185,985 pairs from IEDB/IMGT. (1) The peptide sequence is SVDVDIYDA. The MHC is HLA-A02:06 with pseudo-sequence HLA-A02:06. The binding affinity (normalized) is 0.366. (2) The peptide sequence is VSMMSMYGK. The MHC is HLA-A11:01 with pseudo-sequence HLA-A11:01. The binding affinity (normalized) is 0.985. (3) The peptide sequence is MDGIQYGRSG. The MHC is HLA-B44:03 with pseudo-sequence HLA-B44:03. The binding affinity (normalized) is 0. (4) The peptide sequence is FTRYRKEAI. The MHC is HLA-B08:01 with pseudo-sequence HLA-B08:01. The binding affinity (normalized) is 0.662. (5) The peptide sequence is NHINVEISL. The MHC is HLA-B38:01 with pseudo-sequence HLA-B38:01. The binding affinity (normalized) is 0.582. (6) The peptide sequence is RLADEGLNR. The MHC is HLA-A31:01 with pseudo-sequence HLA-A31:01. The binding affinity (normalized) is 0.541. (7) The peptide sequence is LLIDDSFSS. The MHC is HLA-A01:01 with pseudo-sequence HLA-A01:01. The binding affinity (normalized) is 0.0847.